From a dataset of Catalyst prediction with 721,799 reactions and 888 catalyst types from USPTO. Predict which catalyst facilitates the given reaction. (1) Reactant: [S:1]1[CH:5]=[CH:4][CH:3]=[C:2]1[CH:6]([NH:8][CH2:9][C:10]1[NH:11][C:12](=[O:20])[C:13]2[CH2:19][O:18][CH2:17][CH2:16][C:14]=2[N:15]=1)[CH3:7].[F:21][C:22]1[CH:39]=[CH:38][C:25]([C:26]([CH:28]2[CH2:33][CH2:32][N:31]([CH2:34][C:35](O)=[O:36])[CH2:30][CH2:29]2)=[O:27])=[CH:24][CH:23]=1.CC#N.O. Product: [F:21][C:22]1[CH:23]=[CH:24][C:25]([C:26]([CH:28]2[CH2:29][CH2:30][N:31]([CH2:34][C:35]([N:8]([CH2:9][C:10]3[NH:11][C:12](=[O:20])[C:13]4[CH2:19][O:18][CH2:17][CH2:16][C:14]=4[N:15]=3)[CH:6]([C:2]3[S:1][CH:5]=[CH:4][CH:3]=3)[CH3:7])=[O:36])[CH2:32][CH2:33]2)=[O:27])=[CH:38][CH:39]=1. The catalyst class is: 106. (2) Reactant: [Br:1][C:2]1[CH:7]=[CH:6][C:5]([NH:8][C:9]2[C:14]([C:15]([NH:17][NH2:18])=[O:16])=[CH:13][N:12]3[CH:19]=[CH:20][N:21]=[C:11]3[C:10]=2[Cl:22])=[C:4]([F:23])[CH:3]=1.[Cl:24][CH2:25][C:26](Cl)=[O:27]. Product: [Cl:24][CH2:25][C:26]([NH:18][NH:17][C:15]([C:14]1[C:9]([NH:8][C:5]2[CH:6]=[CH:7][C:2]([Br:1])=[CH:3][C:4]=2[F:23])=[C:10]([Cl:22])[C:11]2[N:12]([CH:19]=[CH:20][N:21]=2)[CH:13]=1)=[O:16])=[O:27]. The catalyst class is: 96. (3) The catalyst class is: 1. Product: [F:27][C:19]1[CH:20]=[CH:21][C:22]([N+:24]([O-:26])=[O:25])=[CH:23][C:18]=1[CH2:17][N:10]1[CH2:15][CH2:14][O:13][CH2:12][CH2:11]1. Reactant: CCN(C(C)C)C(C)C.[NH:10]1[CH2:15][CH2:14][O:13][CH2:12][CH2:11]1.Br[CH2:17][C:18]1[CH:23]=[C:22]([N+:24]([O-:26])=[O:25])[CH:21]=[CH:20][C:19]=1[F:27].CCOC(C)=O. (4) Reactant: [CH2:1]([NH:8][C:9]1[CH:14]=[C:13]([NH:15][C:16]2[CH:21]=[CH:20][C:19]([N:22]3[CH2:28][CH2:27][CH2:26][NH:25][CH2:24][CH2:23]3)=[CH:18][CH:17]=2)[N:12]=[CH:11][C:10]=1[CH2:29][C:30]([NH2:32])=[O:31])[C:2]1[CH:7]=[CH:6][CH:5]=[CH:4][CH:3]=1.[C:33](=O)([O-])[O-].[K+].[K+].IC.C(Cl)(Cl)Cl. Product: [CH2:1]([NH:8][C:9]1[CH:14]=[C:13]([NH:15][C:16]2[CH:17]=[CH:18][C:19]([N:22]3[CH2:28][CH2:27][CH2:26][N:25]([CH3:33])[CH2:24][CH2:23]3)=[CH:20][CH:21]=2)[N:12]=[CH:11][C:10]=1[CH2:29][C:30]([NH2:32])=[O:31])[C:2]1[CH:7]=[CH:6][CH:5]=[CH:4][CH:3]=1. The catalyst class is: 9. (5) Reactant: [CH3:1][C:2]1([CH3:19])[O:7][C:6]2[C:8]([F:15])=[CH:9][C:10]([N+:12]([O-])=O)=[CH:11][C:5]=2[N:4]2[N:16]=[N:17][N:18]=[C:3]12. Product: [CH3:1][C:2]1([CH3:19])[O:7][C:6]2[C:8]([F:15])=[CH:9][C:10]([NH2:12])=[CH:11][C:5]=2[N:4]2[N:16]=[N:17][N:18]=[C:3]12. The catalyst class is: 50. (6) The catalyst class is: 8. Reactant: [O:1]1CCCC1.[CH3:6][C:7]1[CH:12]=[C:11]([NH:13][C:14]2[N:19]=[CH:18][N:17]=[C:16]([NH:20]C(C3CC3)=O)[CH:15]=2)[C:10](=[O:26])[N:9]2[C:27]3([CH2:35][CH2:34][CH2:33][C:32](=O)[CH2:31]3)[NH:28][C:29](=[O:30])[C:8]=12.[OH-].[K+].[BH4-].[Na+]. Product: [NH2:20][C:16]1[N:17]=[CH:18][N:19]=[C:14]([NH:13][C:11]2[C:10](=[O:26])[N:9]3[C:27]4([CH2:31][CH2:32][CH:33]([OH:1])[CH2:34][CH2:35]4)[NH:28][C:29](=[O:30])[C:8]3=[C:7]([CH3:6])[CH:12]=2)[CH:15]=1.